This data is from Full USPTO retrosynthesis dataset with 1.9M reactions from patents (1976-2016). The task is: Predict the reactants needed to synthesize the given product. (1) Given the product [CH2:1]([N:8]1[C:16]2[C:11](=[CH:12][C:13]([NH:17][C:19]3[N:28]=[CH:27][C:26]([Cl:29])=[CH:25][C:20]=3[C:21]([O:23][CH3:24])=[O:22])=[CH:14][CH:15]=2)[CH:10]=[CH:9]1)[C:2]1[CH:3]=[CH:4][CH:5]=[CH:6][CH:7]=1, predict the reactants needed to synthesize it. The reactants are: [CH2:1]([N:8]1[C:16]2[C:11](=[CH:12][C:13]([NH2:17])=[CH:14][CH:15]=2)[CH:10]=[CH:9]1)[C:2]1[CH:7]=[CH:6][CH:5]=[CH:4][CH:3]=1.Cl[C:19]1[N:28]=[CH:27][C:26]([Cl:29])=[CH:25][C:20]=1[C:21]([O:23][CH3:24])=[O:22].C(=O)([O-])[O-].[Cs+].[Cs+].C1(C)C=CC=CC=1. (2) Given the product [F:25][C:24]([F:27])([F:26])[C:21]1[CH:22]=[CH:23][C:18]([C:16]2[N:15]=[CH:14][N:13]=[C:12]([O:11][C:7]3[C:5]4[N:6]=[C:2]([NH:31][CH2:30][CH2:28][OH:29])[S:3][C:4]=4[CH:10]=[CH:9][CH:8]=3)[CH:17]=2)=[CH:19][CH:20]=1, predict the reactants needed to synthesize it. The reactants are: Br[C:2]1[S:3][C:4]2[CH:10]=[CH:9][CH:8]=[C:7]([O:11][C:12]3[CH:17]=[C:16]([C:18]4[CH:23]=[CH:22][C:21]([C:24]([F:27])([F:26])[F:25])=[CH:20][CH:19]=4)[N:15]=[CH:14][N:13]=3)[C:5]=2[N:6]=1.[CH2:28]([CH2:30][NH2:31])[OH:29]. (3) Given the product [CH2:25]([O:27][C:28]([C:30]1[C:31]2[S:39][CH:38]=[C:37]([CH2:40][O:23][C:18]3[CH:17]=[C:16]([C:15](=[O:24])[NH:14][C:11]4[CH:10]=[CH:9][C:8]([Cl:7])=[CH:13][CH:12]=4)[CH:21]=[CH:20][C:19]=3[CH3:22])[C:32]=2[C:33]([Cl:36])=[N:34][CH:35]=1)=[O:29])[CH3:26], predict the reactants needed to synthesize it. The reactants are: C(=O)([O-])[O-].[K+].[K+].[Cl:7][C:8]1[CH:13]=[CH:12][C:11]([NH:14][C:15](=[O:24])[C:16]2[CH:21]=[CH:20][C:19]([CH3:22])=[C:18]([OH:23])[CH:17]=2)=[CH:10][CH:9]=1.[CH2:25]([O:27][C:28]([C:30]1[C:31]2[S:39][CH:38]=[C:37]([CH2:40]Br)[C:32]=2[C:33]([Cl:36])=[N:34][CH:35]=1)=[O:29])[CH3:26]. (4) Given the product [F:15][C:4]1[CH:5]=[C:6]2[C:10](=[C:2]([C:20]3[CH:19]=[CH:18][C:17]([F:16])=[C:22]([F:23])[C:21]=3[F:24])[CH:3]=1)[NH:9][C:8]([C:11]([NH2:13])=[O:12])=[C:7]2[CH3:14], predict the reactants needed to synthesize it. The reactants are: Br[C:2]1[CH:3]=[C:4]([F:15])[CH:5]=[C:6]2[C:10]=1[NH:9][C:8]([C:11]([NH2:13])=[O:12])=[C:7]2[CH3:14].[F:16][C:17]1[C:22]([F:23])=[C:21]([F:24])[CH:20]=[CH:19][C:18]=1B(O)O. (5) Given the product [CH3:18][C:10]1([CH2:16][CH3:17])[CH:11]([OH:15])[CH:12]([CH3:14])[CH2:13][NH:8][CH2:9]1, predict the reactants needed to synthesize it. The reactants are: C([N:8]1[CH2:13][CH:12]([CH3:14])[CH:11]([OH:15])[C:10]([CH3:18])([CH2:16][CH3:17])[CH2:9]1)C1C=CC=CC=1.